This data is from Forward reaction prediction with 1.9M reactions from USPTO patents (1976-2016). The task is: Predict the product of the given reaction. (1) The product is: [CH3:22][C:19]1([CH3:23])[CH2:20][O:21][B:16]([C:2]2[CH:3]=[CH:4][C:5]([O:14][CH3:15])=[C:6]([C:8]3[CH:9]=[N:10][CH:11]=[CH:12][CH:13]=3)[CH:7]=2)[O:17][CH2:18]1. Given the reactants Br[C:2]1[CH:3]=[CH:4][C:5]([O:14][CH3:15])=[C:6]([C:8]2[CH:9]=[N:10][CH:11]=[CH:12][CH:13]=2)[CH:7]=1.[B:16]1([B:16]2[O:21][CH2:20][C:19]([CH3:23])([CH3:22])[CH2:18][O:17]2)[O:21][CH2:20][C:19]([CH3:23])([CH3:22])[CH2:18][O:17]1, predict the reaction product. (2) Given the reactants [S:1]1(=[O:12])(=[O:11])[C:6]2[CH:7]=[CH:8][CH:9]=[CH:10][C:5]=2[CH:4]=[N:3][NH:2]1, predict the reaction product. The product is: [S:1]1(=[O:11])(=[O:12])[C:6]2[CH:7]=[CH:8][CH:9]=[CH:10][C:5]=2[CH2:4][NH:3][NH:2]1. (3) Given the reactants [C:1]([C:4]1[S:8][C:7]([NH2:9])=[N:6][C:5]=1[CH3:10])(=[O:3])[CH3:2].[Cl:11][C:12]1[CH:17]=[C:16]([Cl:18])[CH:15]=[C:14]([Cl:19])[C:13]=1[S:20](Cl)(=[O:22])=[O:21], predict the reaction product. The product is: [C:1]([C:4]1[S:8][C:7]([NH:9][S:20]([C:13]2[C:14]([Cl:19])=[CH:15][C:16]([Cl:18])=[CH:17][C:12]=2[Cl:11])(=[O:22])=[O:21])=[N:6][C:5]=1[CH3:10])(=[O:3])[CH3:2]. (4) Given the reactants O[CH2:2][CH2:3][CH2:4][C:5]1[N:10]=[CH:9][C:8]([C:11]2[CH:16]=[CH:15][C:14]([NH:17][C:18](=[O:24])[O:19][C:20]([CH3:23])([CH3:22])[CH3:21])=[CH:13][CH:12]=2)=[CH:7][N:6]=1.[CH3:25]S(OS(C)(=O)=O)(=O)=O.[NH:34]1[CH2:39][CH2:38]O[CH2:36][CH2:35]1.[Na+].[I-], predict the reaction product. The product is: [N:34]1([CH2:2][CH2:3][CH2:4][C:5]2[N:10]=[CH:9][C:8]([C:11]3[CH:16]=[CH:15][C:14]([NH:17][C:18](=[O:24])[O:19][C:20]([CH3:23])([CH3:22])[CH3:21])=[CH:13][CH:12]=3)=[CH:7][N:6]=2)[CH2:39][CH2:38][CH2:25][CH2:36][CH2:35]1. (5) Given the reactants [CH3:1][NH:2][CH2:3][CH:4]1[CH2:8][C:7]2[CH:9]=[CH:10][CH:11]=[C:12]([C:13]3[C:18]([Cl:19])=[CH:17][C:16]([Cl:20])=[CH:15][C:14]=3[Cl:21])[C:6]=2[O:5]1.C(N(C(C)C)CC)(C)C.Cl[C:32]([O:34][CH2:35][C:36]1[CH:41]=[CH:40][CH:39]=[CH:38][CH:37]=1)=[O:33], predict the reaction product. The product is: [CH3:1][N:2]([CH2:3][CH:4]1[CH2:8][C:7]2[CH:9]=[CH:10][CH:11]=[C:12]([C:13]3[C:14]([Cl:21])=[CH:15][C:16]([Cl:20])=[CH:17][C:18]=3[Cl:19])[C:6]=2[O:5]1)[C:32](=[O:33])[O:34][CH2:35][C:36]1[CH:41]=[CH:40][CH:39]=[CH:38][CH:37]=1. (6) Given the reactants O.C1(C)C=CC(S(O)(=O)=O)=CC=1.[CH2:13]([O:15][CH2:16][C@H:17]1[C@H:21]([CH3:22])[O:20]C(C)(C)[N:18]1[C:25]([O:27][C:28]([CH3:31])([CH3:30])[CH3:29])=[O:26])[CH3:14].C(=O)(O)[O-].[Na+], predict the reaction product. The product is: [C:28]([O:27][C:25](=[O:26])[NH:18][C@H:17]([C@@H:21]([OH:20])[CH3:22])[CH2:16][O:15][CH2:13][CH3:14])([CH3:29])([CH3:30])[CH3:31]. (7) Given the reactants C[O:2][C:3]([C@H:5]1[C@H:10]([C:11]2[CH:16]=[C:15]([F:17])[C:14]([F:18])=[CH:13][C:12]=2[F:19])[CH2:9][C:8](=[O:20])[N:7]([CH:21]([C:30]2[CH:35]=[CH:34][C:33]([O:36][CH3:37])=[CH:32][CH:31]=2)[C:22]2[CH:27]=[CH:26][C:25]([O:28][CH3:29])=[CH:24][CH:23]=2)[CH2:6]1)=[O:4].[OH-].[Li+], predict the reaction product. The product is: [CH3:29][O:28][C:25]1[CH:26]=[CH:27][C:22]([CH:21]([C:30]2[CH:31]=[CH:32][C:33]([O:36][CH3:37])=[CH:34][CH:35]=2)[N:7]2[C:8](=[O:20])[CH2:9][C@@H:10]([C:11]3[CH:16]=[C:15]([F:17])[C:14]([F:18])=[CH:13][C:12]=3[F:19])[C@H:5]([C:3]([OH:4])=[O:2])[CH2:6]2)=[CH:23][CH:24]=1.